This data is from Full USPTO retrosynthesis dataset with 1.9M reactions from patents (1976-2016). The task is: Predict the reactants needed to synthesize the given product. (1) Given the product [C:36]([NH:2][C@H:3]1[CH2:8][CH2:7][C@H:6]([NH:9][C:10]([C:12]2[C:16]3=[N:17][CH:18]=[CH:19][C:20]([C:21]4[C:29]5[O:28][CH2:27][O:26][C:25]=5[CH:24]=[CH:23][C:22]=4[O:30][CH2:31][CH:32]4[CH2:33][CH2:34]4)=[C:15]3[NH:14][C:13]=2[CH3:35])=[O:11])[CH2:5][CH2:4]1)(=[O:38])[CH3:37], predict the reactants needed to synthesize it. The reactants are: Cl.[NH2:2][C@H:3]1[CH2:8][CH2:7][C@H:6]([NH:9][C:10]([C:12]2[C:16]3=[N:17][CH:18]=[CH:19][C:20]([C:21]4[C:29]5[O:28][CH2:27][O:26][C:25]=5[CH:24]=[CH:23][C:22]=4[O:30][CH2:31][CH:32]4[CH2:34][CH2:33]4)=[C:15]3[NH:14][C:13]=2[CH3:35])=[O:11])[CH2:5][CH2:4]1.[C:36](Cl)(=[O:38])[CH3:37]. (2) Given the product [NH2:9][C:5]1[C:4]([C:10]([F:11])([F:12])[F:13])=[CH:3][C:2]([Br:1])=[CH:7][C:6]=1[NH:8][C:56]([C:54]1[N:55]=[C:51]([C:47]([CH3:50])([CH3:49])[CH3:48])[O:52][C:53]=1[CH3:59])=[O:57], predict the reactants needed to synthesize it. The reactants are: [Br:1][C:2]1[CH:7]=[C:6]([NH2:8])[C:5]([NH2:9])=[C:4]([C:10]([F:13])([F:12])[F:11])[CH:3]=1.CCN(C(C)C)C(C)C.CN(C(ON1N=NC2C=CC=CC1=2)=[N+](C)C)C.F[P-](F)(F)(F)(F)F.[C:47]([C:51]1[O:52][C:53]([CH3:59])=[C:54]([C:56](O)=[O:57])[N:55]=1)([CH3:50])([CH3:49])[CH3:48]. (3) Given the product [Br:25][C:21]1[CH:22]=[C:23]2[C:18](=[CH:19][CH:20]=1)[N:17]=[C:16]([O:26][CH3:27])[C:15]([CH:8]([C:9]1[CH:10]=[CH:11][CH:12]=[CH:13][CH:14]=1)[CH:4]([C:5]([N:39]1[CH2:44][CH2:43][O:42][CH2:41][CH2:40]1)=[O:6])[C:3]([O:2][CH3:1])=[O:28])=[CH:24]2, predict the reactants needed to synthesize it. The reactants are: [CH3:1][O:2][C:3](=[O:28])[CH:4]([CH:8]([C:15]1[C:16]([O:26][CH3:27])=[N:17][C:18]2[C:23]([CH:24]=1)=[CH:22][C:21]([Br:25])=[CH:20][CH:19]=2)[C:9]1[CH:14]=[CH:13][CH:12]=[CH:11][CH:10]=1)[C:5](O)=[O:6].ON1C2C=CC=CC=2N=N1.[NH:39]1[CH2:44][CH2:43][O:42][CH2:41][CH2:40]1.C(NC(C)C)(C)C. (4) The reactants are: [CH:1]1[C:2]([CH2:19][C:20]([OH:22])=[O:21])=[CH:3][C:4]([I:18])=[C:5]([O:8][C:9]2[CH:10]=[C:11]([I:17])[C:12]([OH:16])=[C:13]([I:15])[CH:14]=2)[C:6]=1[I:7].[C:23](O)([CH3:26])([CH3:25])[CH3:24].C1(N=C=NC2CCCCC2)CCCCC1. Given the product [C:23]([O:21][C:20](=[O:22])[CH2:19][C:2]1[CH:1]=[C:6]([I:7])[C:5]([O:8][C:9]2[CH:10]=[C:11]([I:17])[C:12]([OH:16])=[C:13]([I:15])[CH:14]=2)=[C:4]([I:18])[CH:3]=1)([CH3:26])([CH3:25])[CH3:24], predict the reactants needed to synthesize it. (5) Given the product [CH3:12][O:13][C:14]([C:16]1[S:17][C:18]([C:28]#[C:29][C:30]([CH3:33])([CH3:32])[CH3:31])=[CH:19][C:20]=1[N:21]([C:4](=[O:5])[C:3]1[CH:7]=[CH:8][C:9]([Cl:11])=[CH:10][C:2]=1[Cl:1])[CH:22]1[CH2:27][CH2:26][O:25][CH2:24][CH2:23]1)=[O:15], predict the reactants needed to synthesize it. The reactants are: [Cl:1][C:2]1[CH:10]=[C:9]([Cl:11])[CH:8]=[CH:7][C:3]=1[C:4](Cl)=[O:5].[CH3:12][O:13][C:14]([C:16]1[S:17][C:18]([C:28]#[C:29][C:30]([CH3:33])([CH3:32])[CH3:31])=[CH:19][C:20]=1[NH:21][CH:22]1[CH2:27][CH2:26][O:25][CH2:24][CH2:23]1)=[O:15]. (6) Given the product [CH2:26]([O:25][C:23]1[CH:24]=[C:19]([O:18][CH2:11][C:12]2[CH:17]=[CH:16][CH:15]=[CH:14][CH:13]=2)[CH:20]=[C:21]([OH:33])[C:22]=1[CH2:1]/[CH:2]=[CH:3]/[C:4]1[CH:9]=[CH:8][CH:7]=[CH:6][CH:5]=1)[C:27]1[CH:28]=[CH:29][CH:30]=[CH:31][CH:32]=1, predict the reactants needed to synthesize it. The reactants are: [CH2:1](O)[CH:2]=[CH:3][C:4]1[CH:9]=[CH:8][CH:7]=[CH:6][CH:5]=1.[CH2:11]([O:18][C:19]1[CH:20]=[C:21]([OH:33])[CH:22]=[C:23]([O:25][CH2:26][C:27]2[CH:32]=[CH:31][CH:30]=[CH:29][CH:28]=2)[CH:24]=1)[C:12]1[CH:17]=[CH:16][CH:15]=[CH:14][CH:13]=1.